From a dataset of Experimentally validated miRNA-target interactions with 360,000+ pairs, plus equal number of negative samples. Binary Classification. Given a miRNA mature sequence and a target amino acid sequence, predict their likelihood of interaction. (1) The protein sequence of the target gene is MVRTDGHTLSEKRNYQVTNSMFGASRKKFVEGVDSDYHDENMYYSQSSMFPHRSEKDMLASPSTSGQLSQFGASLYGQQSALGLPMRGMSNNTPQLNRSLSQGTQLPSHVTPTTGVPTMSLHTPPSPSRGILPMNPRNMMNHSQVGQGIGIPSRTNSMSSSGLGSPNRSSPSIICMPKQQPSRQPFTVNSMSGFGMNRNQAFGMNNSLSSNIFNGTDGSENVTGLDLSDFPALADRNRREGSGNPTPLINPLAGRAPYVGMVTKPANEQSQDFSIHNEDFPALPGSSYKDPTSSNDDSKS.... Result: 0 (no interaction). The miRNA is hsa-miR-6872-5p with sequence UCUCGCAUCAGGAGGCAAGG. (2) The miRNA is hsa-miR-141-3p with sequence UAACACUGUCUGGUAAAGAUGG. The protein sequence of the target gene is MKQRKGQGSGGSRGRKKRGLSDISPSTSLPPLVEGQLRCFLKLTVNRVIWKIAKPPTCVLVRVRWWGETSDGTLFCPRDALQTEPKAVRTTTRYAIRCGPKQFTSYLTDMAVLVLEVITKLDGLPIGRVQINGLAQLSPTHQINGFFTIVSSTSKKLGELQVSLALEPLSETYDSYHPLPTTDMTENVLLSKQGFRENTEPSSTQFQVPSRPRDIHTIKIDGKELAANSSRSTTPRGKDHVCFAENPDTIKDSSFGLQHSLNSGQSLESVTLKGRAPRKQMSLLNSSEFQPQIRTVAKSH.... Result: 0 (no interaction). (3) The miRNA is hsa-miR-508-5p with sequence UACUCCAGAGGGCGUCACUCAUG. The protein sequence of the target gene is MRHGVAWALLVAAALGLGARGVRGAVALADFYPFGAERGDAVTPKQDDGGSGLRPLSVPFPFFGAEHSGLYVNNNGIISFLKEVSQFTPVAFPIAKDRCVVAAFWADVDNRRAGDVYYREATDPAMLRRATEDVRHYFPELLDFNATWVFVATWYRVTFFGGSSSSPVNTFQTVLITDGKLSFTIFNYESIVWTTGTHASSGGNATGLGGIAAQAGFNAGDGQRYFSIPGSRTADMAEVETTTNVGVPGRWAFRIDDAQVRVGGCGHTTSVCLALRPCLNGGKCIDDCVTGNPSYTCSCL.... Result: 0 (no interaction). (4) The miRNA is bta-miR-27b with sequence UUCACAGUGGCUAAGUUCUGC. The protein sequence of the target gene is MARAGWTSPVPLCVCLLLTCGFAEAGKLLVVPMDGSHWFTMQSVVEKLILRGHEVVVVMPEVSWQLERSLNCTVKTYSTSYTLEDQNREFMVFAHAQWKAQAQSIFSLLMSSSSGFLDLFFSHCRSLFNDRKLVEYLKESSFDAVFLDPFDTCGLIVAKYFSLPSVVFTRGIFCHHLEEGAQCPAPLSYVPNDLLGFSDAMTFKERVWNHIVHLEDHLFCQYLFRNALEIASEILQTPVTAYDLYSHTSIWLLRTDFVLDYPKPVMPNMIFIGGINCHQGKPLPMEFEAYINASGEHGIV.... Result: 0 (no interaction). (5) The miRNA is mmu-miR-196b-5p with sequence UAGGUAGUUUCCUGUUGUUGGG. The protein sequence of the target gene is MCTSGQIIGSLLVLSVLEIGLGVSSVAVGAVSFSLALREHKPQLGDSSPVWSGVCFLLCGICGILCAKKKSGLVMILFSACCICGLIGGILNFQFLRAVTKKTSSLYPLHLASMSLACIGIGGCTLSSWLTCRLASYEQRRMFSEREHSLHHSHEMAEKEITDNMSNGGPQLIFNGRV. Result: 0 (no interaction). (6) The miRNA is mmu-miR-669f-3p with sequence CAUAUACAUACACACACACGUAU. The protein sequence of the target gene is MGLPKLVCVFLFAACCCCRRAAGVPGEEKQPVPTPDLVEAEVGSTALLKCGPSRASGNFSQVDWFLIHKERQILIFRVHQGKGQREPGEYEHRLSLQDSVATLALSHVTPHDERMFLCKSKRPRLQDHYVELQVFKAPEEPTIQANVVGIHVDRQELREVATCVGRNGYPIPQVLWYKNSLPLQEEENRVHIQSSQIVESSGLYTLKSVLSARLVKEDKDAQFYCELSYRLPSGNHMKESKEVTVPVFYPAEKVWVEVEPVGLLKEGDHVTIRCLTDGNPQPHFTINKKDPSTGEMEEES.... Result: 1 (interaction). (7) The miRNA is hsa-miR-4508 with sequence GCGGGGCUGGGCGCGCG. The protein sequence of the target gene is MQKLQISVYIYLFMLIVAGPVDLNENSEQKENVEKEGLCNACLWRENTTSSRLEAIKIQILSKLRLETAPNISKDAIRQLLPKAPPLLELIDQFDVQRDASSDGSLEDDDYHARTETVITMPTESDLLTQVEGKPKCCFFKFSSKIQYNKLVKAQLWIYLRPVKTPATVFVQILRLIKPMKDGTRYTGIRSLKLDMNPGTGIWQSIDVKTVLQNWLKQPESNLGIEIKALDENGHDLAVTFPEPGEDGLTPFLEVKVTDTPKRSRRDFGLDCDEHSTESRCCRYPLTVDFEAFGWDWIIA.... Result: 0 (no interaction). (8) The miRNA is hsa-miR-887-3p with sequence GUGAACGGGCGCCAUCCCGAGG. The protein sequence of the target gene is MFRFMRDVEPEDPMFLMDPFAIHRQHMSRMLSGGFGYSPFLSITDGNMPGTRPASRRMQQAGAVSPFGMLGMSGGFMDMFGMMNDMIGNMEHMTAGGNCQTFSSSTVISYSNTGDGAPKVYQETSEMRSAPGGIRETRRTVRDSDSGLEQMSIGHHIRDRAHILQRSRNHRTGDQEERQDYINLDESEAAAFDDEWRRETSRFRQQRPLEFRRLESSGAGGRRAEGPPRLAIQGPEDSPSRQSRRYDW. Result: 0 (no interaction). (9) The miRNA is hsa-miR-4663 with sequence AGCUGAGCUCCAUGGACGUGCAGU. The protein sequence of the target gene is MSANPRWDISRALGVAKLFHLVCGVREACVTPFLTLYLRQLGLAAPWVGTLMGTKHLIAAFWAPVCAFLAKSYRKRRALLIGSLLGSVGASLLMVLVPPVDKNRVHFPCNGSSGLTSTDALPGVTLPVNITSAQESASSHPAKRTAEVEMPGFRNPPGESDRETFRDLHVYLAPSVEGARTTSQALLHPVTSGLKDHPWEVTFEVVKTALPLLPGGKGPGNPANLSGTKGKAWAFDLSLEALRRTFILSLGSVAFWELLTAPLEQVADDSLYEFLDFVDATDRYRSLWVWRLLGMSAGVC.... Result: 0 (no interaction). (10) The miRNA is hsa-miR-5001-5p with sequence AGGGCUGGACUCAGCGGCGGAGCU. The protein sequence of the target gene is MADPQAGSAAGDWEIDVESLELEEDVCGAPRSTPPGPSPPPADGDCEDDEDDDGVDEDAEEEGDGEEAGASPGMPGQPEQRGGPQPRPPLAPQASPAGTGPRERCTPAGGGAEPRKLSRTPKCARCRNHGVVSCLKGHKRFCRWRDCQCANCLLVVERQRVMAAQVALRRQQATEDKKGLSGKQNNFERKAVYQRQVRAPSLLAKSILEGYRPIPAETYVGGTFPLPPPVSDRMRKRRAFADKELENIMLEREYKEREMLETSQAAALFLPNRMVPGPDYNSYKSAYSPSPVEPPSKDFC.... Result: 1 (interaction).